This data is from Forward reaction prediction with 1.9M reactions from USPTO patents (1976-2016). The task is: Predict the product of the given reaction. (1) Given the reactants [C:1]([O:5][C:6]([N:8]1[CH2:13][CH2:12][N:11]([S:14]([CH2:17][CH2:18][CH2:19]Cl)(=[O:16])=[O:15])[CH2:10][CH2:9]1)=[O:7])([CH3:4])([CH3:3])[CH3:2].C([O-])(=[O:23])C.[K+].O.C(=O)(O)[O-].[Na+], predict the reaction product. The product is: [C:1]([O:5][C:6]([N:8]1[CH2:13][CH2:12][N:11]([S:14]([CH2:17][CH2:18][CH2:19][OH:23])(=[O:16])=[O:15])[CH2:10][CH2:9]1)=[O:7])([CH3:4])([CH3:3])[CH3:2]. (2) Given the reactants Cl[CH2:2][C:3]([C:5]1[CH:14]=[CH:13][C:12]2[NH:11][C:10](=[O:15])[C:9]3[NH:16][CH:17]=[CH:18][C:8]=3[C:7]=2[CH:6]=1)=[O:4].[CH2:19]([C:21]([O-:23])=[O:22])[CH3:20].[NH:24]1[CH2:29][CH2:28][O:27][CH2:26][CH2:25]1, predict the reaction product. The product is: [N:24]1([CH2:2][C:3]([C:5]2[CH:14]=[CH:13][C:12]3[NH:11][C:10](=[O:15])[C:9]4[NH:16][CH:17]=[CH:18][C:8]=4[C:7]=3[CH:6]=2)=[O:4])[CH2:29][CH2:28][O:27][CH2:26][CH2:25]1.[CH2:19]([C:21]([O-:23])=[O:22])[CH3:20]. (3) Given the reactants [OH:1][CH:2](CO)[CH2:3][C:4]1[CH:11]=[CH:10][C:7]([C:8]#[N:9])=[CH:6][C:5]=1[O:12][CH3:13], predict the reaction product. The product is: [CH3:13][O:12][C:5]1[CH:6]=[C:7]([CH:10]=[CH:11][C:4]=1[CH2:3][CH:2]=[O:1])[C:8]#[N:9]. (4) Given the reactants [Br:1][C:2]1[CH:10]=[C:9]2[C:5]([C:6]([CH:34]([F:36])[F:35])=[CH:7][N:8]2[S:11]([C:14]2[CH:15]=[CH:16][C:17]([O:32][CH3:33])=[C:18]([CH:20]3[CH2:25][CH2:24][N:23](C(=O)C(Cl)(Cl)Cl)[CH2:22][CH2:21]3)[CH:19]=2)(=[O:13])=[O:12])=[CH:4][CH:3]=1.[OH-].[K+], predict the reaction product. The product is: [Br:1][C:2]1[CH:10]=[C:9]2[C:5]([C:6]([CH:34]([F:36])[F:35])=[CH:7][N:8]2[S:11]([C:14]2[CH:15]=[CH:16][C:17]([O:32][CH3:33])=[C:18]([CH:20]3[CH2:21][CH2:22][NH:23][CH2:24][CH2:25]3)[CH:19]=2)(=[O:12])=[O:13])=[CH:4][CH:3]=1. (5) Given the reactants [C:1](OC(=O)C)(=[O:3])[CH3:2].[CH2:8]([O:15][C:16]1[CH:17]=[C:18]([CH:32]=[CH:33][CH:34]=1)[C:19]([NH:21][C:22]1[CH:27]=[CH:26][CH:25]=[CH:24][C:23]=1[S:28](=[O:31])(=[O:30])[NH2:29])=[O:20])[CH2:9][CH2:10][CH2:11][CH2:12][CH2:13][CH3:14], predict the reaction product. The product is: [CH2:8]([O:15][C:16]1[CH:17]=[C:18]([CH:32]=[CH:33][CH:34]=1)[C:19]([NH:21][C:22]1[CH:27]=[CH:26][CH:25]=[CH:24][C:23]=1[S:28]([NH:29][C:1](=[O:3])[CH3:2])(=[O:31])=[O:30])=[O:20])[CH2:9][CH2:10][CH2:11][CH2:12][CH2:13][CH3:14].